From a dataset of Reaction yield outcomes from USPTO patents with 853,638 reactions. Predict the reaction yield, written as a fraction of the theoretical maximum amount of product (1.0 means a 100% yield; for example, 0.34 means a 34% yield). (1) The reactants are Cl[C:2]1[C:7]([C:8]([N:10]2[C:19]3[C:14](=[CH:15][CH:16]=[CH:17][CH:18]=3)[CH2:13][CH2:12][CH2:11]2)=[O:9])=[CH:6][C:5]([F:20])=[CH:4][N:3]=1.[Cl:21][C:22]1[CH:23]=[C:24]([OH:28])[CH:25]=[CH:26][CH:27]=1.C(=O)([O-])[O-].[K+].[K+]. The catalyst is C(#N)C.[Cu]I.[Cu]. The product is [Cl:21][C:22]1[CH:23]=[C:24]([CH:25]=[CH:26][CH:27]=1)[O:28][C:2]1[C:7]([C:8]([N:10]2[C:19]3[C:14](=[CH:15][CH:16]=[CH:17][CH:18]=3)[CH2:13][CH2:12][CH2:11]2)=[O:9])=[CH:6][C:5]([F:20])=[CH:4][N:3]=1. The yield is 0.0600. (2) The yield is 0.870. No catalyst specified. The product is [CH3:6][N:7]([CH3:12])[CH:8]=[C:9]([CH2:13][O:14][CH3:15])[CH:10]=[O:11]. The reactants are S(=O)(=O)(O)O.[CH3:6][N:7]([CH3:12])[CH:8]=[CH:9][CH:10]=[O:11].[CH2:13]=[O:14].[CH3:15]O. (3) The reactants are [Cl:1][C:2]1[CH:3]=[C:4]([CH:21]=[CH:22][C:23]=1[NH:24][C:25]([NH:27][CH3:28])=[O:26])[O:5][C:6]1[C:15]2[C:10](=[CH:11][C:12]([O:19][CH3:20])=[C:13]([C:16]([OH:18])=O)[CH:14]=2)[N:9]=[CH:8][CH:7]=1.CN.CO.[CH2:33]([N:35](CC)CC)C.F[P-](F)(F)(F)(F)F.CN([PH+](N(C)C)N(C)C)C. The catalyst is CN(C)C=O.O.C(OCC)(=O)C. The product is [CH3:33][NH:35][C:16]([C:13]1[CH:14]=[C:15]2[C:10](=[CH:11][C:12]=1[O:19][CH3:20])[N:9]=[CH:8][CH:7]=[C:6]2[O:5][C:4]1[CH:21]=[CH:22][C:23]([NH:24][C:25]([NH:27][CH3:28])=[O:26])=[C:2]([Cl:1])[CH:3]=1)=[O:18]. The yield is 0.820. (4) The reactants are [CH2:1]([N:8]1[CH2:12][CH2:11][C:10]2([C:20]3[C:15](=[CH:16][CH:17]=[CH:18][C:19]=3[CH2:21][NH2:22])[NH:14][CH2:13]2)[CH2:9]1)[C:2]1[CH:7]=[CH:6][CH:5]=[CH:4][CH:3]=1.[CH3:23][C:24]([O:27][C:28](O[C:28]([O:27][C:24]([CH3:26])([CH3:25])[CH3:23])=[O:29])=[O:29])([CH3:26])[CH3:25]. The yield is 0.240. The product is [CH2:1]([N:8]1[CH2:12][CH2:11][C:10]2([C:20]3[C:15](=[CH:16][CH:17]=[CH:18][C:19]=3[CH2:21][NH:22][C:28](=[O:29])[O:27][C:24]([CH3:26])([CH3:25])[CH3:23])[NH:14][CH2:13]2)[CH2:9]1)[C:2]1[CH:7]=[CH:6][CH:5]=[CH:4][CH:3]=1. The catalyst is C(Cl)Cl. (5) The reactants are C([O:3][C:4]([CH:6]1[CH2:11][N:10]([CH:12]([C:19]2[CH:24]=[CH:23][CH:22]=[CH:21][CH:20]=2)[C:13]2[CH:18]=[CH:17][CH:16]=[CH:15][CH:14]=2)[CH2:9][CH2:8][N:7]1[C:25](=[O:40])[CH2:26][CH:27]([C:34]1[CH:39]=[CH:38][CH:37]=[CH:36][CH:35]=1)[C:28]1[CH:33]=[CH:32][CH:31]=[CH:30][CH:29]=1)=[O:5])C.O[Li].O. The catalyst is C1COCC1.CO.O. The product is [CH:12]([N:10]1[CH2:9][CH2:8][N:7]([C:25](=[O:40])[CH2:26][CH:27]([C:28]2[CH:33]=[CH:32][CH:31]=[CH:30][CH:29]=2)[C:34]2[CH:39]=[CH:38][CH:37]=[CH:36][CH:35]=2)[CH:6]([C:4]([OH:5])=[O:3])[CH2:11]1)([C:13]1[CH:14]=[CH:15][CH:16]=[CH:17][CH:18]=1)[C:19]1[CH:24]=[CH:23][CH:22]=[CH:21][CH:20]=1. The yield is 0.950. (6) The product is [Cl:1][C:2]1[CH:3]=[C:4]([N:9]2[C:13]([CH3:14])=[C:12]([C:15](=[S:34])[NH:17][C:18]3[CH:23]=[CH:22][CH:21]=[C:20]([Cl:24])[CH:19]=3)[N:11]=[N:10]2)[CH:5]=[CH:6][C:7]=1[F:8]. The reactants are [Cl:1][C:2]1[CH:3]=[C:4]([N:9]2[C:13]([CH3:14])=[C:12]([C:15]([NH:17][C:18]3[CH:23]=[CH:22][CH:21]=[C:20]([Cl:24])[CH:19]=3)=O)[N:11]=[N:10]2)[CH:5]=[CH:6][C:7]=1[F:8].COC1C=CC(P2(SP(C3C=CC(OC)=CC=3)(=S)S2)=[S:34])=CC=1.CCOC(C)=O. The catalyst is C1(C)C=CC=CC=1. The yield is 0.666. (7) The reactants are [CH3:1][C@H:2]1[O:7][C@@H:6]([CH3:8])[CH2:5][N:4]([C:9]2[CH:14]=[CH:13][C:12]([N+:15]([O-])=O)=[CH:11][CH:10]=2)[CH2:3]1. The catalyst is [Pd].C(O)C. The product is [CH3:8][C@H:6]1[O:7][C@@H:2]([CH3:1])[CH2:3][N:4]([C:9]2[CH:14]=[CH:13][C:12]([NH2:15])=[CH:11][CH:10]=2)[CH2:5]1. The yield is 1.00. (8) The product is [CH3:1][O:2][C:3]1[CH:8]=[C:7]2[C:6](=[CH:5][C:4]=1[C:15]([F:18])([F:17])[F:16])[NH:12][CH:10]=[CH:9]2. The yield is 0.960. The reactants are [CH3:1][O:2][C:3]1[C:4]([C:15]([F:18])([F:17])[F:16])=[CH:5][C:6]([N+:12]([O-])=O)=[C:7]([CH2:9][C:10]#N)[CH:8]=1. The catalyst is C(O)C.O.C(O)(=O)C.[Pd]. (9) The reactants are [F:1][C:2]1[CH:11]=[CH:10][C:5]([C:6]([NH:8][CH3:9])=O)=[CH:4][CH:3]=1.B(F)(F)F.CCOCC.S(C)C.Cl. The catalyst is C1COCC1.CCOCC. The product is [F:1][C:2]1[CH:11]=[CH:10][C:5]([CH2:6][NH:8][CH3:9])=[CH:4][CH:3]=1. The yield is 0.880.